Dataset: Forward reaction prediction with 1.9M reactions from USPTO patents (1976-2016). Task: Predict the product of the given reaction. Given the reactants N[C:2]1[CH:3]=[CH:4][CH:5]=[C:6]2[C:10]=1[C:9](=[O:11])[N:8]([CH3:12])[CH2:7]2.[OH:13]S(O)(=O)=O.N([O-])=O.[Na+], predict the reaction product. The product is: [OH:13][C:2]1[CH:3]=[CH:4][CH:5]=[C:6]2[C:10]=1[C:9](=[O:11])[N:8]([CH3:12])[CH2:7]2.